From a dataset of Full USPTO retrosynthesis dataset with 1.9M reactions from patents (1976-2016). Predict the reactants needed to synthesize the given product. (1) Given the product [C:11]1([C@@H:8]2[CH2:7][O:6][C@@H:5]([CH2:4][NH2:1])[CH2:10][O:9]2)[CH:12]=[CH:13][CH:14]=[CH:15][CH:16]=1, predict the reactants needed to synthesize it. The reactants are: [N:1]([CH2:4][C@H:5]1[CH2:10][O:9][C@H:8]([C:11]2[CH:16]=[CH:15][CH:14]=[CH:13][CH:12]=2)[CH2:7][O:6]1)=[N+]=[N-].C1(P(C2C=CC=CC=2)C2C=CC=CC=2)C=CC=CC=1.C1COCC1.[NH4+]. (2) Given the product [N:1]1([C:10]2[N:18]=[C:17]([NH:21][CH3:20])[N:16]=[C:15]3[C:11]=2[N:12]=[CH:13][NH:14]3)[C:5]2[CH:6]=[CH:7][CH:8]=[CH:9][C:4]=2[N:3]=[CH:2]1, predict the reactants needed to synthesize it. The reactants are: [N:1]1([C:10]2[N:18]=[C:17](Cl)[N:16]=[C:15]3[C:11]=2[N:12]=[CH:13][NH:14]3)[C:5]2[CH:6]=[CH:7][CH:8]=[CH:9][C:4]=2[N:3]=[CH:2]1.[CH3:20][NH2:21]. (3) Given the product [OH:18][C:4]1[C:3]([NH:2][N:19]=[C:25]2[C:26](=[O:39])[N:27]([C:29]3[CH:38]=[CH:37][C:36]4[CH2:35][CH2:34][CH2:33][CH2:32][C:31]=4[CH:30]=3)[N:28]=[C:24]2[CH3:23])=[CH:8][C:7]([CH3:9])=[CH:6][C:5]=1[C:10]1[O:14][C:13]([C:15]([OH:17])=[O:16])=[CH:12][CH:11]=1, predict the reactants needed to synthesize it. The reactants are: Br.[NH2:2][C:3]1[C:4]([OH:18])=[C:5]([C:10]2[O:14][C:13]([C:15]([OH:17])=[O:16])=[CH:12][CH:11]=2)[CH:6]=[C:7]([CH3:9])[CH:8]=1.[N:19]([O-])=O.[Na+].[CH3:23][C:24]1[CH2:25][C:26](=[O:39])[N:27]([C:29]2[CH:38]=[CH:37][C:36]3[CH2:35][CH2:34][CH2:33][CH2:32][C:31]=3[CH:30]=2)[N:28]=1.C(=O)(O)[O-].[Na+].